This data is from Catalyst prediction with 721,799 reactions and 888 catalyst types from USPTO. The task is: Predict which catalyst facilitates the given reaction. (1) Reactant: [CH3:1][O:2][C:3]1[CH:4]=[C:5]([C:9]2[C:13]([CH3:14])=[C:12]([C:15]3[CH:20]=[CH:19][C:18]([O:21][CH3:22])=[CH:17][CH:16]=3)[S:11][C:10]=2[CH:23]2OCC[O:24]2)[CH:6]=[CH:7][CH:8]=1.CC1C=CC(S([O-])(=O)=O)=CC=1.C1C=C[NH+]=CC=1. Product: [CH3:1][O:2][C:3]1[CH:4]=[C:5]([C:9]2[C:13]([CH3:14])=[C:12]([C:15]3[CH:16]=[CH:17][C:18]([O:21][CH3:22])=[CH:19][CH:20]=3)[S:11][C:10]=2[CH:23]=[O:24])[CH:6]=[CH:7][CH:8]=1. The catalyst class is: 21. (2) Reactant: C(OC([N:8]1[CH2:13][CH:12]=[C:11]([C:14]2[NH:31][C:17]3[N:18]=[CH:19][N:20]=[C:21]([NH:22][C:23]4[CH:28]=[CH:27][C:26](=[O:29])[N:25]([CH3:30])[CH:24]=4)[C:16]=3[CH:15]=2)[CH2:10][CH2:9]1)=O)(C)(C)C.Cl.CCN(CC)CC.[C:40]([N:44]=[C:45]=[O:46])([CH3:43])([CH3:42])[CH3:41]. Product: [C:40]([NH:44][C:45]([N:8]1[CH2:9][CH:10]=[C:11]([C:14]2[NH:31][C:17]3[N:18]=[CH:19][N:20]=[C:21]([NH:22][C:23]4[CH:28]=[CH:27][C:26](=[O:29])[N:25]([CH3:30])[CH:24]=4)[C:16]=3[CH:15]=2)[CH2:12][CH2:13]1)=[O:46])([CH3:43])([CH3:42])[CH3:41]. The catalyst class is: 475. (3) Reactant: Br[C:2]1[C:10]([N+:11]([O-:13])=[O:12])=[CH:9][C:8]([Br:14])=[CH:7][C:3]=1[C:4]([OH:6])=[O:5].[Cl:15][C:16]1[CH:23]=[CH:22][CH:21]=[CH:20][C:17]=1[CH2:18][NH2:19].[OH-].[Na+].CCOCC. Product: [Br:14][C:8]1[CH:9]=[C:10]([N+:11]([O-:13])=[O:12])[C:2]([NH:19][CH2:18][C:17]2[CH:20]=[CH:21][CH:22]=[CH:23][C:16]=2[Cl:15])=[C:3]([CH:7]=1)[C:4]([OH:6])=[O:5]. The catalyst class is: 11. (4) Reactant: [NH2:1][C:2]1([CH2:26][C:27]2[CH:32]=[CH:31][CH:30]=[CH:29][CH:28]=2)[CH2:6][CH2:5][O:4][CH:3]1[O:7][CH2:8][C:9]1[CH:10]=[C:11]([CH:15]=[C:16]([N:18]([S:22]([CH3:25])(=[O:24])=[O:23])[CH2:19][CH2:20][CH3:21])[CH:17]=1)[C:12]([OH:14])=O.C([N:36](CC)[CH:37]([CH3:39])[CH3:38])(C)C.CN([P+](ON1N=N[C:55]2[CH:56]=[CH:57][CH:58]=C[C:54]1=2)(N(C)C)N(C)C)C.[F:62][P-](F)(F)(F)(F)F. Product: [NH2:1][C:2]1([CH2:26][C:27]2[CH:28]=[CH:29][CH:30]=[CH:31][CH:32]=2)[CH2:6][CH2:5][O:4][CH:3]1[O:7][CH2:8][C:9]1[CH:10]=[C:11]([CH:15]=[C:16]([N:18]([S:22]([CH3:25])(=[O:23])=[O:24])[CH2:19][CH2:20][CH3:21])[CH:17]=1)[C:12]([NH:36][C@@H:37]([C:38]1[CH:58]=[CH:57][C:56]([F:62])=[CH:55][CH:54]=1)[CH3:39])=[O:14]. The catalyst class is: 3. (5) Reactant: [CH3:1][O:2][C:3]1[CH:8]=[CH:7][C:6]([C:9]2[S:13][C:12]([C:14]([OH:16])=O)=[C:11]([NH:17][C:18]([NH:20][C:21]3[C:26]([CH3:27])=[CH:25][C:24]([CH3:28])=[CH:23][C:22]=3[CH3:29])=[O:19])[CH:10]=2)=[CH:5][CH:4]=1.CN(C(ON1N=NC2C=CC=NC1=2)=[N+](C)C)C.F[P-](F)(F)(F)(F)F.CCN(C(C)C)C(C)C.Cl.[CH3:64][C:65]([O:68][C@H:69]([CH3:76])[C@@H:70]([C:72]([O:74][CH3:75])=[O:73])[NH2:71])([CH3:67])[CH3:66]. Product: [CH3:67][C:65]([O:68][C@H:69]([CH3:76])[C@@H:70]([C:72]([O:74][CH3:75])=[O:73])[NH:71][C:14]([C:12]1[S:13][C:9]([C:6]2[CH:7]=[CH:8][C:3]([O:2][CH3:1])=[CH:4][CH:5]=2)=[CH:10][C:11]=1[NH:17][C:18]([NH:20][C:21]1[C:26]([CH3:27])=[CH:25][C:24]([CH3:28])=[CH:23][C:22]=1[CH3:29])=[O:19])=[O:16])([CH3:64])[CH3:66]. The catalyst class is: 3. (6) Reactant: Cl[C:2]1[CH:7]=[C:6]([C:8](=[O:19])[C:9]([C:11]2[CH:16]=[CH:15][C:14]([O:17][CH3:18])=[CH:13][CH:12]=2)=[O:10])[CH:5]=[CH:4][N:3]=1.[F:20][C:21]1[C:26](B(O)O)=[CH:25][CH:24]=[CH:23][N:22]=1.C(=O)([O-])[O-].[Na+].[Na+].O. Product: [F:20][C:21]1[C:26]([C:2]2[CH:7]=[C:6]([C:8](=[O:19])[C:9]([C:11]3[CH:16]=[CH:15][C:14]([O:17][CH3:18])=[CH:13][CH:12]=3)=[O:10])[CH:5]=[CH:4][N:3]=2)=[CH:25][CH:24]=[CH:23][N:22]=1. The catalyst class is: 104. (7) Reactant: [NH2:1][C:2]1[C:7]([C:8]([O:10][CH2:11][CH3:12])=[O:9])=[C:6]([CH3:13])[N:5]=[C:4]2[S:14][CH:15]=[C:16]([C:17]3[CH:22]=[CH:21][CH:20]=[C:19]([Br:23])[CH:18]=3)[C:3]=12.CC(C)([O-])C.[Na+].[Cl:30][C:31]1[CH:32]=[C:33]([S:37](Cl)(=[O:39])=[O:38])[CH:34]=[CH:35][CH:36]=1. Product: [Br:23][C:19]1[CH:18]=[C:17]([C:16]2[C:3]3[C:4](=[N:5][C:6]([CH3:13])=[C:7]([C:8]([O:10][CH2:11][CH3:12])=[O:9])[C:2]=3[NH:1][S:37]([C:33]3[CH:34]=[CH:35][CH:36]=[C:31]([Cl:30])[CH:32]=3)(=[O:39])=[O:38])[S:14][CH:15]=2)[CH:22]=[CH:21][CH:20]=1. The catalyst class is: 118.